This data is from Catalyst prediction with 721,799 reactions and 888 catalyst types from USPTO. The task is: Predict which catalyst facilitates the given reaction. (1) Reactant: [CH3:1][N:2]([S:15]([C:18]1[S:19][CH:20]=[CH:21][CH:22]=1)(=[O:17])=[O:16])[C:3]1[CH:4]=[CH:5][CH:6]=[C:7]2[C:11]=1[NH:10][C:9]([C:12](=[S:14])[NH2:13])=[CH:8]2.Br[CH:24]([CH:31]=O)[CH2:25][C:26]([O:28][CH2:29][CH3:30])=[O:27].CN(C)C(=O)C. Product: [CH3:1][N:2]([S:15]([C:18]1[S:19][CH:20]=[CH:21][CH:22]=1)(=[O:17])=[O:16])[C:3]1[CH:4]=[CH:5][CH:6]=[C:7]2[C:11]=1[NH:10][C:9]([C:12]1[S:14][C:24]([CH2:25][C:26]([O:28][CH2:29][CH3:30])=[O:27])=[CH:31][N:13]=1)=[CH:8]2. The catalyst class is: 6. (2) The catalyst class is: 7. Reactant: [Si]([O:8][CH2:9][C:10]([CH3:42])([CH3:41])[CH2:11][N:12]1[C:17](=[O:18])[C:16]([CH2:19][C:20]2[CH:25]=[CH:24][C:23]([C:26]3[C:27]([C:32]#[N:33])=[CH:28][CH:29]=[CH:30][CH:31]=3)=[CH:22][CH:21]=2)=[C:15]([CH2:34][CH2:35][CH3:36])[N:14]2[N:37]=[C:38]([CH3:40])[N:39]=[C:13]12)(C(C)(C)C)(C)C.[F-].C([N+](CCCC)(CCCC)CCCC)CCC. Product: [OH:8][CH2:9][C:10]([CH3:41])([CH3:42])[CH2:11][N:12]1[C:17](=[O:18])[C:16]([CH2:19][C:20]2[CH:21]=[CH:22][C:23]([C:26]3[C:27]([C:32]#[N:33])=[CH:28][CH:29]=[CH:30][CH:31]=3)=[CH:24][CH:25]=2)=[C:15]([CH2:34][CH2:35][CH3:36])[N:14]2[N:37]=[C:38]([CH3:40])[N:39]=[C:13]12. (3) Reactant: [CH3:1][NH2:2].F[C:4]1[C:9]([F:10])=[CH:8][C:7]([N+:11]([O-:13])=[O:12])=[C:6]([F:14])[C:5]=1[CH2:15][OH:16]. Product: [F:14][C:6]1[C:7]([N+:11]([O-:13])=[O:12])=[CH:8][C:9]([F:10])=[C:4]([NH:2][CH3:1])[C:5]=1[CH2:15][OH:16]. The catalyst class is: 58. (4) The catalyst class is: 5. Reactant: C[O:2][C:3](=[O:19])[CH2:4][N:5]1[C:10]2[CH:11]=[CH:12][CH:13]=[C:14]([CH:15]([CH3:17])[CH3:16])[C:9]=2[O:8][CH2:7][C:6]1=[O:18].[OH-].[Na+]. Product: [CH:15]([C:14]1[C:9]2[O:8][CH2:7][C:6](=[O:18])[N:5]([CH2:4][C:3]([OH:19])=[O:2])[C:10]=2[CH:11]=[CH:12][CH:13]=1)([CH3:17])[CH3:16].